From a dataset of Catalyst prediction with 721,799 reactions and 888 catalyst types from USPTO. Predict which catalyst facilitates the given reaction. (1) Reactant: [CH3:1][O:2][C:3]1[CH:4]=[C:5]([OH:10])[CH:6]=[C:7]([CH3:9])[CH:8]=1.N12CCN(CC1)CC2.[CH3:19][N:20]([CH3:24])[C:21](Cl)=[S:22].CCOCC. Product: [CH3:19][N:20]([CH3:24])[C:21](=[S:22])[O:10][C:5]1[CH:6]=[C:7]([CH3:9])[CH:8]=[C:3]([O:2][CH3:1])[CH:4]=1. The catalyst class is: 3. (2) Reactant: [NH2:1][C:2]1[NH:7][C:6](=[O:8])[CH:5]=[C:4]([CH2:9][C:10]2[CH:15]=[CH:14][CH:13]=[C:12]([Br:16])[CH:11]=2)[N:3]=1.[CH2:17](O)C. Product: [NH2:1][C:2]1[N:7]([CH3:17])[C:6](=[O:8])[CH:5]=[C:4]([CH2:9][C:10]2[CH:15]=[CH:14][CH:13]=[C:12]([Br:16])[CH:11]=2)[N:3]=1. The catalyst class is: 45. (3) Reactant: [CH2:1]([C@H:8]1[N:13]([C:14]([C:16]2[N:17]=[CH:18][N:19]([C@H:28]3[CH2:33][CH2:32][CH2:31][CH2:30][C@@H:29]3[OH:34])[C:20]=2[C:21]2[CH:26]=[CH:25][CH:24]=[C:23]([F:27])[CH:22]=2)=[O:15])[CH2:12][CH2:11][N:10]([C:35]([O:37][C:38]([CH3:41])([CH3:40])[CH3:39])=[O:36])[CH2:9]1)[C:2]1[CH:7]=[CH:6][CH:5]=[CH:4][CH:3]=1.CC(OI1(OC(C)=O)(OC(C)=O)OC(=O)C2C=CC=CC1=2)=O.O. Product: [CH2:1]([C@H:8]1[N:13]([C:14]([C:16]2[N:17]=[CH:18][N:19]([CH:28]3[CH2:33][CH2:32][CH2:31][CH2:30][C:29]3=[O:34])[C:20]=2[C:21]2[CH:26]=[CH:25][CH:24]=[C:23]([F:27])[CH:22]=2)=[O:15])[CH2:12][CH2:11][N:10]([C:35]([O:37][C:38]([CH3:41])([CH3:40])[CH3:39])=[O:36])[CH2:9]1)[C:2]1[CH:7]=[CH:6][CH:5]=[CH:4][CH:3]=1. The catalyst class is: 26. (4) Reactant: [Cl:1][C:2]1[CH:7]=[CH:6][N:5]=[C:4]2[CH:8]=[CH:9][S:10][C:3]=12.[CH3:11][O:12][CH2:13][N:14]=[C:15]=[S:16]. Product: [CH3:11][O:12][CH2:13][NH:14][C:15]([C:9]1[S:10][C:3]2[C:4](=[N:5][CH:6]=[CH:7][C:2]=2[Cl:1])[CH:8]=1)=[S:16]. The catalyst class is: 1. (5) Reactant: [Cl:1][C:2]1[N:7]=[CH:6][C:5]([NH:8][CH3:9])=[C:4]([C:10]2[CH:15]=[CH:14][CH:13]=[CH:12][C:11]=2[Cl:16])[CH:3]=1.C[Si](C)(C)[N-][Si](C)(C)C.[K+].[F:27][C:28]([F:46])([F:45])[C:29]1[CH:30]=[C:31]([C:39]([CH3:44])([CH3:43])[C:40](Cl)=[O:41])[CH:32]=[C:33]([C:35]([F:38])([F:37])[F:36])[CH:34]=1. Product: [F:37][C:35]([F:36])([F:38])[C:33]1[CH:32]=[C:31]([C:39]([CH3:44])([CH3:43])[C:40]([N:8]([C:5]2[CH:6]=[N:7][C:2]([Cl:1])=[CH:3][C:4]=2[C:10]2[CH:15]=[CH:14][CH:13]=[CH:12][C:11]=2[Cl:16])[CH3:9])=[O:41])[CH:30]=[C:29]([C:28]([F:27])([F:45])[F:46])[CH:34]=1. The catalyst class is: 7.